Dataset: Full USPTO retrosynthesis dataset with 1.9M reactions from patents (1976-2016). Task: Predict the reactants needed to synthesize the given product. (1) The reactants are: C([O:8][C:9]1[CH:14]=[CH:13][C:12]([C:15]([C:17]2[CH:22]=[C:21]([O:23][CH3:24])[CH:20]=[CH:19][C:18]=2[O:25][CH2:26][O:27][CH3:28])=[O:16])=[CH:11][CH:10]=1)C1C=CC=CC=1. Given the product [OH:8][C:9]1[CH:10]=[CH:11][C:12]([C:15]([C:17]2[CH:22]=[C:21]([O:23][CH3:24])[CH:20]=[CH:19][C:18]=2[O:25][CH2:26][O:27][CH3:28])=[O:16])=[CH:13][CH:14]=1, predict the reactants needed to synthesize it. (2) Given the product [ClH:17].[C:1]([NH:4][C:5]1[C:6]([NH:23][CH3:21])=[N:7][C:8]([C:11]2[CH:16]=[CH:15][CH:14]=[CH:13][CH:12]=2)=[N:9][CH:10]=1)(=[O:3])[CH3:2], predict the reactants needed to synthesize it. The reactants are: [C:1]([NH:4][C:5]1[C:6]([Cl:17])=[N:7][C:8]([C:11]2[CH:16]=[CH:15][CH:14]=[CH:13][CH:12]=2)=[N:9][CH:10]=1)(=[O:3])[CH3:2].Cl.CN.[CH2:21]([N:23](CC)CC)C. (3) Given the product [CH3:13][N:10]1[C:9](=[O:14])[CH:8]=[C:7]([N:5]2[CH:6]=[C:2]([C:17]#[C:16][C:18]3[CH:19]=[C:20]([CH3:24])[CH:21]=[CH:22][CH:23]=3)[N:3]=[C:4]2[CH3:15])[CH:12]=[N:11]1, predict the reactants needed to synthesize it. The reactants are: I[C:2]1[N:3]=[C:4]([CH3:15])[N:5]([C:7]2[CH:12]=[N:11][N:10]([CH3:13])[C:9](=[O:14])[CH:8]=2)[CH:6]=1.[C:16]([C:18]1[CH:23]=[CH:22][CH:21]=[C:20]([CH3:24])[CH:19]=1)#[CH:17]. (4) Given the product [Si:1]([O:8][C@@H:9]1[C@@:28]2([CH3:29])[C:13](=[CH:14][CH:15]=[C:16]3[C@@H:27]2[CH2:26][CH2:25][C@@:24]2([CH3:30])[C@H:17]3[CH2:18][CH:19]=[C:20]2[C@@H:21]([O:23][CH2:57][C:58]([O:60][C:61]([CH3:64])([CH3:63])[CH3:62])=[O:59])[CH3:22])[CH2:12][C@@H:11]([O:31][Si:32]([C:35]([CH3:37])([CH3:36])[CH3:38])([CH3:33])[CH3:34])[CH2:10]1)([C:4]([CH3:7])([CH3:6])[CH3:5])([CH3:3])[CH3:2], predict the reactants needed to synthesize it. The reactants are: [Si:1]([O:8][C@@H:9]1[C@@:28]2([CH3:29])[C:13](=[CH:14][CH:15]=[C:16]3[C@@H:27]2[CH2:26][CH2:25][C@@:24]2([CH3:30])[C@H:17]3[CH2:18][CH:19]=[C:20]2[C@@H:21]([OH:23])[CH3:22])[CH2:12][C@@H:11]([O:31][Si:32]([C:35]([CH3:38])([CH3:37])[CH3:36])([CH3:34])[CH3:33])[CH2:10]1)([C:4]([CH3:7])([CH3:6])[CH3:5])([CH3:3])[CH3:2].[H-].[Na+].C1OCCOCCOCCOCCOC1.Br[CH2:57][C:58]([O:60][C:61]([CH3:64])([CH3:63])[CH3:62])=[O:59].